This data is from Full USPTO retrosynthesis dataset with 1.9M reactions from patents (1976-2016). The task is: Predict the reactants needed to synthesize the given product. Given the product [CH3:1][S:2]([NH:5][C:6]1[CH:7]=[C:8]([C:24]([OH:26])=[O:25])[C:9]2[CH2:10][CH2:11][N:12]([CH:17]([CH2:18][CH2:19][CH3:20])[CH2:21][CH2:22][CH3:23])[C:13](=[O:16])[C:14]=2[CH:15]=1)(=[O:3])=[O:4], predict the reactants needed to synthesize it. The reactants are: [CH3:1][S:2]([NH:5][C:6]1[CH:7]=[C:8]([C:24]([O:26]C)=[O:25])[C:9]2[CH2:10][CH2:11][N:12]([CH:17]([CH2:21][CH2:22][CH3:23])[CH2:18][CH2:19][CH3:20])[C:13](=[O:16])[C:14]=2[CH:15]=1)(=[O:4])=[O:3].[OH-].[Na+].Cl.ClCCl.